Dataset: Full USPTO retrosynthesis dataset with 1.9M reactions from patents (1976-2016). Task: Predict the reactants needed to synthesize the given product. (1) Given the product [F:30][C:31]1([F:37])[CH2:36][CH2:35][CH2:34][N:33]([C:6]2[CH:5]=[CH:4][C:3]([N:9]3[CH:14]=[C:13]([O:15][CH3:16])[C:12](=[O:17])[C:11]([C:18]4[N:22]([C:23]5[CH:28]=[CH:27][CH:26]=[CH:25][CH:24]=5)[N:21]=[CH:20][CH:19]=4)=[N:10]3)=[C:2]([F:1])[CH:7]=2)[CH2:32]1, predict the reactants needed to synthesize it. The reactants are: [F:1][C:2]1[CH:7]=[C:6](I)[CH:5]=[CH:4][C:3]=1[N:9]1[CH:14]=[C:13]([O:15][CH3:16])[C:12](=[O:17])[C:11]([C:18]2[N:22]([C:23]3[CH:28]=[CH:27][CH:26]=[CH:25][CH:24]=3)[N:21]=[CH:20][CH:19]=2)=[N:10]1.Cl.[F:30][C:31]1([F:37])[CH2:36][CH2:35][CH2:34][NH:33][CH2:32]1.CC1(C)C2C(=C(P(C3C=CC=CC=3)C3C=CC=CC=3)C=CC=2)OC2C(P(C3C=CC=CC=3)C3C=CC=CC=3)=CC=CC1=2. (2) Given the product [N:16]1[CH:21]=[CH:20][CH:19]=[CH:18][C:17]=1[C:22]1[S:26][C:25]([C:27]([N:9]2[CH2:8][CH2:7][CH2:6][N:5]3[N:1]=[C:2]([C:11]([O:13][CH2:14][CH3:15])=[O:12])[CH:3]=[C:4]3[CH2:10]2)=[O:28])=[CH:24][CH:23]=1, predict the reactants needed to synthesize it. The reactants are: [N:1]1[N:5]2[CH2:6][CH2:7][CH2:8][NH:9][CH2:10][C:4]2=[CH:3][C:2]=1[C:11]([O:13][CH2:14][CH3:15])=[O:12].[N:16]1[CH:21]=[CH:20][CH:19]=[CH:18][C:17]=1[C:22]1[S:26][C:25]([C:27](O)=[O:28])=[CH:24][CH:23]=1.F[P-](F)(F)(F)(F)F.C[N+](C)=C(N(C)C)ON1C2N=CC=CC=2N=N1.CN1CCOCC1. (3) Given the product [Cl:1][C:2]1[CH:7]=[CH:6][N:5]=[C:4]([CH2:8][N:9]2[CH2:14][CH2:13][O:12][CH2:11][CH:10]2[CH2:15][F:23])[N:3]=1, predict the reactants needed to synthesize it. The reactants are: [Cl:1][C:2]1[CH:7]=[CH:6][N:5]=[C:4]([CH2:8][N:9]2[CH2:14][CH2:13][O:12][CH2:11][CH:10]2[CH2:15]O)[N:3]=1.CCN(S(F)(F)[F:23])CC.C([O-])(O)=O.[Na+]. (4) Given the product [Br:12][C:6]1[CH:7]=[N:8][C:9]2[C:4]([CH:5]=1)=[CH:3][C:2]([CH3:1])=[CH:11][CH:10]=2, predict the reactants needed to synthesize it. The reactants are: [CH3:1][C:2]1[CH:3]=[C:4]2[C:9](=[CH:10][CH:11]=1)[N:8]=[CH:7][CH:6]=[CH:5]2.[Br:12]Br.N1C=CC=CC=1. (5) The reactants are: [CH3:1][O:2][C:3]1[CH:4]=[C:5]([NH:15][C:16]2[N:21]=[C:20]([C:22](OCC)=[O:23])[CH:19]=[C:18]([CH2:27][O:28][CH2:29][C:30]([F:33])([F:32])[F:31])[N:17]=2)[CH:6]=[CH:7][C:8]=1[N:9]1[CH:13]=[C:12]([CH3:14])[N:11]=[CH:10]1.ClCCl.[H-].C([Al+]CC(C)C)C(C)C. Given the product [CH3:1][O:2][C:3]1[CH:4]=[C:5]([NH:15][C:16]2[N:21]=[C:20]([CH:22]=[O:23])[CH:19]=[C:18]([CH2:27][O:28][CH2:29][C:30]([F:32])([F:33])[F:31])[N:17]=2)[CH:6]=[CH:7][C:8]=1[N:9]1[CH:13]=[C:12]([CH3:14])[N:11]=[CH:10]1, predict the reactants needed to synthesize it. (6) Given the product [CH:6]([OH:7])=[O:5].[Br:20][C:17]1[N:18]=[CH:19][C:14]([N:11]2[CH2:12][CH2:13][NH:8][CH2:9][CH2:10]2)=[N:15][C:16]=1[O:21][CH2:22][C:23]1[CH:28]=[CH:27][CH:26]=[C:25]([Cl:29])[CH:24]=1, predict the reactants needed to synthesize it. The reactants are: C([O:5][C:6]([N:8]1[CH2:13][CH2:12][N:11]([C:14]2[CH:19]=[N:18][C:17]([Br:20])=[C:16]([O:21][CH2:22][C:23]3[CH:28]=[CH:27][CH:26]=[C:25]([Cl:29])[CH:24]=3)[N:15]=2)[CH2:10][CH2:9]1)=[O:7])(C)(C)C. (7) Given the product [Cl:19][CH2:18][CH2:17][CH2:16][CH2:15][CH2:14][CH2:13][N:3]1[C:11]2[C:6](=[CH:7][CH:8]=[CH:9][CH:10]=2)[CH:5]=[CH:4]1, predict the reactants needed to synthesize it. The reactants are: [H-].[Na+].[NH:3]1[C:11]2[C:6](=[CH:7][CH:8]=[CH:9][CH:10]=2)[CH:5]=[CH:4]1.Br[CH2:13][CH2:14][CH2:15][CH2:16][CH2:17][CH2:18][Cl:19].